From a dataset of TCR-epitope binding with 47,182 pairs between 192 epitopes and 23,139 TCRs. Binary Classification. Given a T-cell receptor sequence (or CDR3 region) and an epitope sequence, predict whether binding occurs between them. (1) The epitope is FSKQLQQSM. The TCR CDR3 sequence is CASSNHRDSSYEQYF. Result: 0 (the TCR does not bind to the epitope). (2) The epitope is ISPRTLNAW. The TCR CDR3 sequence is CASSAGQGWKGQYF. Result: 1 (the TCR binds to the epitope). (3) The epitope is HTDFSSEIIGY. The TCR CDR3 sequence is CSVRPGSAYEQYF. Result: 1 (the TCR binds to the epitope). (4) The epitope is RLRAEAQVK. The TCR CDR3 sequence is CSARDLEVLSYEQYF. Result: 1 (the TCR binds to the epitope). (5) The epitope is YYRRATRRIR. The TCR CDR3 sequence is CASSLWTGAHEQFF. Result: 1 (the TCR binds to the epitope).